Dataset: Forward reaction prediction with 1.9M reactions from USPTO patents (1976-2016). Task: Predict the product of the given reaction. Given the reactants C(OC(=O)[NH:7][C:8]1[CH:13]=[C:12]([N:14]([CH3:16])[CH3:15])[C:11]([C:17]([F:20])([F:19])[F:18])=[CH:10][C:9]=1[NH:21][C:22](=[O:45])[CH2:23][C:24](=O)[C:25]1[CH:30]=[CH:29][CH:28]=[C:27]([C:31]2[C:35]([CH2:36][O:37]C3CCCCO3)=[CH:34][O:33][N:32]=2)[CH:26]=1)(C)(C)C.C(O)(C(F)(F)F)=O, predict the reaction product. The product is: [CH3:16][N:14]([CH3:15])[C:12]1[C:11]([C:17]([F:19])([F:18])[F:20])=[CH:10][C:9]2[NH:21][C:22](=[O:45])[CH2:23][C:24]([C:25]3[CH:30]=[CH:29][CH:28]=[C:27]([C:31]4[C:35]([CH2:36][OH:37])=[CH:34][O:33][N:32]=4)[CH:26]=3)=[N:7][C:8]=2[CH:13]=1.